Task: Predict the reaction yield, written as a fraction of the theoretical maximum amount of product (1.0 means a 100% yield; for example, 0.34 means a 34% yield).. Dataset: Reaction yield outcomes from USPTO patents with 853,638 reactions (1) The reactants are [F:1][C:2]1([F:27])[CH2:7][CH2:6][CH:5]([NH:8][C:9](=[O:26])[CH:10]([NH:18][C:19]2[CH:24]=[CH:23][CH:22]=[C:21]([F:25])[CH:20]=2)[C:11]2[CH:16]=[CH:15][CH:14]=[CH:13][C:12]=2[CH3:17])[CH2:4][CH2:3]1.[Cl:28][CH2:29][C:30](Cl)=[O:31].C(OCC)(=O)C. The catalyst is C1(C)C=CC=CC=1. The product is [Cl:28][CH2:29][C:30]([N:18]([C:19]1[CH:24]=[CH:23][CH:22]=[C:21]([F:25])[CH:20]=1)[CH:10]([C:11]1[CH:16]=[CH:15][CH:14]=[CH:13][C:12]=1[CH3:17])[C:9]([NH:8][CH:5]1[CH2:6][CH2:7][C:2]([F:1])([F:27])[CH2:3][CH2:4]1)=[O:26])=[O:31]. The yield is 0.680. (2) The reactants are Cl[C:2]1[CH:7]=[CH:6][C:5]([N+:8]([O-:10])=[O:9])=[CH:4][C:3]=1[O:11][CH2:12][CH2:13][O:14][CH3:15].[CH3:16][N:17]1[CH2:22][CH2:21][NH:20][CH2:19][CH2:18]1.C([O-])(O)=O.[Na+]. The product is [CH3:15][O:14][CH2:13][CH2:12][O:11][C:3]1[CH:4]=[C:5]([N+:8]([O-:10])=[O:9])[CH:6]=[CH:7][C:2]=1[N:20]1[CH2:21][CH2:22][N:17]([CH3:16])[CH2:18][CH2:19]1. The catalyst is CN(C=O)C. The yield is 0.926.